This data is from Peptide-MHC class II binding affinity with 134,281 pairs from IEDB. The task is: Regression. Given a peptide amino acid sequence and an MHC pseudo amino acid sequence, predict their binding affinity value. This is MHC class II binding data. (1) The peptide sequence is PPTVTIFKISKTVSE. The MHC is DRB1_1001 with pseudo-sequence DRB1_1001. The binding affinity (normalized) is 0.389. (2) The peptide sequence is WMTGRMGERQLQKIE. The MHC is DRB5_0101 with pseudo-sequence DRB5_0101. The binding affinity (normalized) is 0.586. (3) The peptide sequence is SNLLRAIEAQQHLLQLTVWGIKQL. The MHC is HLA-DQA10301-DQB10302 with pseudo-sequence HLA-DQA10301-DQB10302. The binding affinity (normalized) is 0.0918. (4) The peptide sequence is ITDTTIGTGDDCISI. The MHC is HLA-DPA10201-DPB11401 with pseudo-sequence HLA-DPA10201-DPB11401. The binding affinity (normalized) is 0. (5) The peptide sequence is FKPFAEYKSDYVYEP. The MHC is HLA-DQA10102-DQB10602 with pseudo-sequence HLA-DQA10102-DQB10602. The binding affinity (normalized) is 0.0226. (6) The peptide sequence is PDAEKIVAAVIEKKL. The MHC is HLA-DQA10501-DQB10301 with pseudo-sequence HLA-DQA10501-DQB10301. The binding affinity (normalized) is 0.348.